The task is: Predict the reaction yield, written as a fraction of the theoretical maximum amount of product (1.0 means a 100% yield; for example, 0.34 means a 34% yield).. This data is from Reaction yield outcomes from USPTO patents with 853,638 reactions. The reactants are FC(F)(F)C(O)=O.[C:8]1([C:14]2[CH:19]=[C:18]([CH:20]3[CH2:25][CH2:24][NH:23][CH2:22][CH2:21]3)[CH:17]=[CH:16][C:15]=2[NH:26][C:27]([C:29]2[NH:30][CH:31]=[C:32]([C:34]#[N:35])[N:33]=2)=[O:28])[CH2:13][CH2:12][CH2:11][CH2:10][CH:9]=1.CCN(CC)CC.Cl.[C:44](Cl)(=[O:51])[C:45]1[CH:50]=[CH:49][CH:48]=[N:47][CH:46]=1.CO. The catalyst is C(Cl)Cl.CCOC(C)=O. The product is [C:8]1([C:14]2[CH:19]=[C:18]([CH:20]3[CH2:21][CH2:22][N:23]([C:44]([C:45]4[CH:46]=[N:47][CH:48]=[CH:49][CH:50]=4)=[O:51])[CH2:24][CH2:25]3)[CH:17]=[CH:16][C:15]=2[NH:26][C:27]([C:29]2[NH:30][CH:31]=[C:32]([C:34]#[N:35])[N:33]=2)=[O:28])[CH2:13][CH2:12][CH2:11][CH2:10][CH:9]=1. The yield is 0.830.